This data is from Forward reaction prediction with 1.9M reactions from USPTO patents (1976-2016). The task is: Predict the product of the given reaction. (1) The product is: [F:23][C:24]1[C:25]([O:12][CH2:11][CH2:10][CH2:9][C:8]2[C:4]([CH:1]([CH3:3])[CH3:2])=[N:5][N:6]([C:13]3[CH:18]=[CH:17][C:16]([C:19]([F:21])([F:20])[F:22])=[CH:15][N:14]=3)[CH:7]=2)=[C:26]([CH2:30][C:31]([OH:33])=[O:32])[CH:27]=[CH:28][CH:29]=1. Given the reactants [CH:1]([C:4]1[C:8]([CH2:9][CH2:10][CH2:11][OH:12])=[CH:7][N:6]([C:13]2[CH:18]=[CH:17][C:16]([C:19]([F:22])([F:21])[F:20])=[CH:15][N:14]=2)[N:5]=1)([CH3:3])[CH3:2].[F:23][C:24]1[C:25](O)=[C:26]([CH2:30][C:31]([O:33]C)=[O:32])[CH:27]=[CH:28][CH:29]=1.C(P(CCCC)CCCC)CCC.N(C(N1CCCCC1)=O)=NC(N1CCCCC1)=O, predict the reaction product. (2) Given the reactants S(OOS([O-])(=O)=O)([O-])(=O)=O.[NH4+].[NH4+].[OH-].[Na+].[F:15][C:16]([F:20])=[C:17]([F:19])[F:18].C(F)(F)=C.[F:25][C:26]([F:33])([F:32])[C:27]([F:31])=[C:28]([F:30])[F:29], predict the reaction product. The product is: [F:25][C:26]([F:33])([F:32])[C:27]([F:31])=[C:28]([F:30])[F:29].[F:15][C:16]([F:20])=[C:17]([F:19])[F:18]. (3) Given the reactants [OH:1][C:2]1[CH:10]=[CH:9][CH:8]=[C:7]2[C:3]=1[CH2:4][CH2:5][C@@H:6]2[OH:11].[CH3:12][O:13][C:14]([C:16]1[CH:21]=[CH:20][C:19](B(O)O)=[CH:18][CH:17]=1)=[O:15], predict the reaction product. The product is: [OH:11][C@@H:6]1[C:7]2[C:3](=[C:2]([O:1][C:19]3[CH:20]=[CH:21][C:16]([C:14]([O:13][CH3:12])=[O:15])=[CH:17][CH:18]=3)[CH:10]=[CH:9][CH:8]=2)[CH2:4][CH2:5]1. (4) Given the reactants [F:1][C:2]1[CH:7]=[CH:6][C:5]([NH:8][C:9]2[CH:14]=[CH:13][C:12]([C:15]([C:17]3[CH:22]=[C:21]([O:23]CC4C=CC(OC)=CC=4)[CH:20]=[CH:19][C:18]=3[CH3:33])=[O:16])=[C:11]([N+:34]([O-:36])=[O:35])[CH:10]=2)=[C:4]([CH3:37])[CH:3]=1.C(O)(C(F)(F)F)=O, predict the reaction product. The product is: [F:1][C:2]1[CH:7]=[CH:6][C:5]([NH:8][C:9]2[CH:14]=[CH:13][C:12]([C:15]([C:17]3[CH:22]=[C:21]([OH:23])[CH:20]=[CH:19][C:18]=3[CH3:33])=[O:16])=[C:11]([N+:34]([O-:36])=[O:35])[CH:10]=2)=[C:4]([CH3:37])[CH:3]=1.